From a dataset of NCI-60 drug combinations with 297,098 pairs across 59 cell lines. Regression. Given two drug SMILES strings and cell line genomic features, predict the synergy score measuring deviation from expected non-interaction effect. Drug 1: CS(=O)(=O)C1=CC(=C(C=C1)C(=O)NC2=CC(=C(C=C2)Cl)C3=CC=CC=N3)Cl. Drug 2: COC1=NC(=NC2=C1N=CN2C3C(C(C(O3)CO)O)O)N. Cell line: U251. Synergy scores: CSS=0.965, Synergy_ZIP=-0.902, Synergy_Bliss=-1.41, Synergy_Loewe=-5.84, Synergy_HSA=-3.32.